This data is from Reaction yield outcomes from USPTO patents with 853,638 reactions. The task is: Predict the reaction yield, written as a fraction of the theoretical maximum amount of product (1.0 means a 100% yield; for example, 0.34 means a 34% yield). (1) The reactants are [Cl:1][C:2]1[CH:3]=[C:4]([CH:33]=[C:34]([Cl:36])[CH:35]=1)[CH2:5][N:6]([CH2:25][C:26]1[CH:31]=[CH:30][C:29]([F:32])=[CH:28][CH:27]=1)[C:7](=[O:24])[C:8]1[CH:13]=[CH:12][CH:11]=[C:10]([CH2:14][NH:15][CH2:16][C:17]2[CH:22]=[CH:21][C:20]([F:23])=[CH:19][CH:18]=2)[CH:9]=1.[Cl:37][C:38]1[C:39]([OH:49])=[C:40]([S:45](Cl)(=[O:47])=[O:46])[CH:41]=[C:42]([Cl:44])[CH:43]=1.CCN(CC)CC. The catalyst is C1COCC1. The product is [Cl:37][C:38]1[C:39]([OH:49])=[C:40]([S:45]([N:15]([CH2:14][C:10]2[CH:9]=[C:8]([CH:13]=[CH:12][CH:11]=2)[C:7]([N:6]([CH2:5][C:4]2[CH:3]=[C:2]([Cl:1])[CH:35]=[C:34]([Cl:36])[CH:33]=2)[CH2:25][C:26]2[CH:27]=[CH:28][C:29]([F:32])=[CH:30][CH:31]=2)=[O:24])[CH2:16][C:17]2[CH:18]=[CH:19][C:20]([F:23])=[CH:21][CH:22]=2)(=[O:47])=[O:46])[CH:41]=[C:42]([Cl:44])[CH:43]=1. The yield is 0.510. (2) The reactants are Cl.[Br:2][C:3]1[CH:10]=[CH:9][C:6]([CH2:7][NH2:8])=[CH:5][CH:4]=1.[N:11]1[CH:16]=[CH:15][CH:14]=[CH:13][C:12]=1[S:17](Cl)(=[O:19])=[O:18].C(N(CC)CC)C. The catalyst is C(Cl)Cl. The product is [Br:2][C:3]1[CH:10]=[CH:9][C:6]([CH2:7][NH:8][S:17]([C:12]2[CH:13]=[CH:14][CH:15]=[CH:16][N:11]=2)(=[O:19])=[O:18])=[CH:5][CH:4]=1. The yield is 0.910.